This data is from Full USPTO retrosynthesis dataset with 1.9M reactions from patents (1976-2016). The task is: Predict the reactants needed to synthesize the given product. (1) Given the product [Br:21][C:19]1[CH:18]=[CH:17][C:15]2[O:16][C:11]3[C:10](=[O:22])[NH:9][C:8]([C:5]4[CH:6]=[CH:7][C:2]([NH:1][C:25]([NH:37][C:38]5[CH:43]=[CH:42][N:41]=[CH:40][CH:39]=5)=[O:26])=[CH:3][C:4]=4[Cl:23])=[N:13][C:12]=3[C:14]=2[CH:20]=1, predict the reactants needed to synthesize it. The reactants are: [NH2:1][C:2]1[CH:7]=[CH:6][C:5]([C:8]2[NH:9][C:10](=[O:22])[C:11]3[O:16][C:15]4[CH:17]=[CH:18][C:19]([Br:21])=[CH:20][C:14]=4[C:12]=3[N:13]=2)=[C:4]([Cl:23])[CH:3]=1.Cl[C:25](OC1C=CC([N+]([O-])=O)=CC=1)=[O:26].[NH2:37][C:38]1[CH:43]=[CH:42][N:41]=[CH:40][CH:39]=1. (2) Given the product [CH3:50][O:51][C:52](=[O:63])[CH2:53][CH2:54][C:55]1[CH:60]=[CH:59][C:58]([O:18][CH:16]([C:10]2[O:9][C:8]([C:5]3[CH:4]=[CH:3][C:2]([Br:1])=[CH:7][CH:6]=3)=[N:12][C:11]=2[CH:13]([CH3:15])[CH3:14])[CH3:17])=[CH:57][C:56]=1[CH3:62], predict the reactants needed to synthesize it. The reactants are: [Br:1][C:2]1[CH:7]=[CH:6][C:5]([C:8]2[O:9][C:10]([CH:16]([OH:18])[CH3:17])=[C:11]([CH:13]([CH3:15])[CH3:14])[N:12]=2)=[CH:4][CH:3]=1.C(P(CCCC)CCCC)CCC.N(C(N1CCCCC1)=O)=NC(N1CCCCC1)=O.[CH3:50][O:51][C:52](=[O:63])[CH2:53][CH2:54][C:55]1[CH:60]=[CH:59][C:58](O)=[CH:57][C:56]=1[CH3:62]. (3) The reactants are: [Cl:1][C:2]1[CH:7]=[CH:6][C:5]([F:8])=[CH:4][C:3]=1[C:9]#[C:10][Si](C)(C)C.C(=O)([O-])[O-].[K+].[K+]. Given the product [Cl:1][C:2]1[CH:7]=[CH:6][C:5]([F:8])=[CH:4][C:3]=1[C:9]#[CH:10], predict the reactants needed to synthesize it. (4) The reactants are: O[CH2:2][C:3]1[CH:4]=[C:5]([CH:13]=[CH:14][CH:15]=1)[O:6][C@H:7]([CH3:12])[C:8]([O:10][CH3:11])=[O:9].[NH:16]([C:24]([O:26][C:27]([CH3:30])([CH3:29])[CH3:28])=[O:25])[C:17]([O:19][C:20]([CH3:23])([CH3:22])[CH3:21])=[O:18].C1(P(C2C=CC=CC=2)C2C=CC=CC=2)C=CC=CC=1.N(C(OC(C)C)=O)=NC(OC(C)C)=O. Given the product [C:27]([O:26][C:24]([N:16]([CH2:2][C:3]1[CH:4]=[C:5]([CH:13]=[CH:14][CH:15]=1)[O:6][C@H:7]([CH3:12])[C:8]([O:10][CH3:11])=[O:9])[C:17]([O:19][C:20]([CH3:23])([CH3:22])[CH3:21])=[O:18])=[O:25])([CH3:30])([CH3:29])[CH3:28], predict the reactants needed to synthesize it.